Predict the reaction yield, written as a fraction of the theoretical maximum amount of product (1.0 means a 100% yield; for example, 0.34 means a 34% yield). From a dataset of Reaction yield outcomes from USPTO patents with 853,638 reactions. (1) The reactants are [Cl:1][C:2]1[C:3](F)=[CH:4][C:5]([F:22])=[C:6]([S:8]([N:11](COCC)[C:12]2[CH:17]=[CH:16][N:15]=[CH:14][N:13]=2)(=[O:10])=[O:9])[CH:7]=1.ClC1C(F)=CC(F)=C(S(/N=C2/N=CN(COCC)C=C/2)(=O)=O)C=1.[Cl:47][C:48]1[CH:53]=[CH:52][C:51]([OH:54])=[C:50]([C:55]2[N:59]([CH3:60])[N:58]=[CH:57][CH:56]=2)[CH:49]=1.C(=O)([O-])[O-].[K+].[K+]. The catalyst is CS(C)=O.C(OCC)(=O)C. The product is [Cl:1][C:2]1[C:3]([O:54][C:51]2[CH:52]=[CH:53][C:48]([Cl:47])=[CH:49][C:50]=2[C:55]2[N:59]([CH3:60])[N:58]=[CH:57][CH:56]=2)=[CH:4][C:5]([F:22])=[C:6]([S:8]([NH:11][C:12]2[CH:17]=[CH:16][N:15]=[CH:14][N:13]=2)(=[O:9])=[O:10])[CH:7]=1. The yield is 0.270. (2) The reactants are [Cl:1][CH2:2][C:3](=[O:11])[CH2:4][C:5]([O:7][CH2:8][CH2:9][CH3:10])=[O:6].C(OCC)(OCC)O[CH2:14][CH3:15].O=P12OP3(OP(OP(O3)(O1)=O)(=O)O2)=O. The catalyst is S(=O)(=O)(O)O.C(Cl)(Cl)Cl. The product is [Cl:1][CH2:2]/[C:3](/[O:11][CH2:14][CH3:15])=[CH:4]\[C:5]([O:7][CH2:8][CH2:9][CH3:10])=[O:6]. The yield is 0.800. (3) The reactants are C([O:5][C:6](=[O:45])/[CH:7]=[CH:8]/[C:9]1[C:14](=[O:15])[N:13]2[CH:16]=[CH:17][C:18]([C:20]([NH:22][C:23]3[S:24][CH:25]=[C:26]([C:28]([CH3:31])([CH3:30])[CH3:29])[N:27]=3)=[O:21])=[CH:19][C:12]2=[N:11][C:10]=1[N:32]1[CH2:37][CH2:36][CH:35]([O:38][C:39]([NH:41][CH2:42][CH2:43][OH:44])=[O:40])[CH2:34][CH2:33]1)(C)(C)C. The catalyst is Cl.O1CCOCC1. The product is [C:28]([C:26]1[N:27]=[C:23]([NH:22][C:20]([C:18]2[CH:17]=[CH:16][N:13]3[C:14](=[O:15])[C:9](/[CH:8]=[CH:7]/[C:6]([OH:45])=[O:5])=[C:10]([N:32]4[CH2:37][CH2:36][CH:35]([O:38][C:39]([NH:41][CH2:42][CH2:43][OH:44])=[O:40])[CH2:34][CH2:33]4)[N:11]=[C:12]3[CH:19]=2)=[O:21])[S:24][CH:25]=1)([CH3:31])([CH3:29])[CH3:30]. The yield is 0.410. (4) The reactants are Cl[C:2](OC1C=CC([N+]([O-])=O)=CC=1)=[O:3].[CH3:14][N:15]([CH3:20])[CH2:16][CH2:17][CH2:18][OH:19].[CH3:21][N:22]([CH3:37])[CH2:23][CH2:24][NH:25][CH2:26][C:27]1[CH:36]=[CH:35][C:30]([C:31]([O:33][CH3:34])=[O:32])=[CH:29][CH:28]=1.C(N(CC)CC)C. The catalyst is C(Cl)Cl. The product is [CH3:37][N:22]([CH3:21])[CH2:23][CH2:24][N:25]([CH2:26][C:27]1[CH:28]=[CH:29][C:30]([C:31]([O:33][CH3:34])=[O:32])=[CH:35][CH:36]=1)[C:2]([O:19][CH2:18][CH2:17][CH2:16][N:15]([CH3:20])[CH3:14])=[O:3]. The yield is 0.380. (5) The reactants are C([O:3][CH2:4][CH2:5][O:6][NH:7][C:8]([C:10]1[CH:15]=[CH:14][C:13](=[O:16])[N:12]([CH3:17])[C:11]=1[NH:18][C:19]1[CH:24]=[CH:23][C:22]([CH3:25])=[CH:21][C:20]=1[F:26])=[O:9])=C.COC(C1C=CC(=O)N(C)C=1NC1C=CC(C)=CC=1F)=O.C(OCCON)=C.C[Si]([N-][Si](C)(C)C)(C)C.[Li+]. The catalyst is C1COCC1. The product is [OH:3][CH2:4][CH2:5][O:6][NH:7][C:8]([C:10]1[CH:15]=[CH:14][C:13](=[O:16])[N:12]([CH3:17])[C:11]=1[NH:18][C:19]1[CH:24]=[CH:23][C:22]([CH3:25])=[CH:21][C:20]=1[F:26])=[O:9]. The yield is 0.770.